This data is from NCI-60 drug combinations with 297,098 pairs across 59 cell lines. The task is: Regression. Given two drug SMILES strings and cell line genomic features, predict the synergy score measuring deviation from expected non-interaction effect. (1) Drug 1: CC12CCC3C(C1CCC2=O)CC(=C)C4=CC(=O)C=CC34C. Drug 2: CCC1=C2CN3C(=CC4=C(C3=O)COC(=O)C4(CC)O)C2=NC5=C1C=C(C=C5)O. Cell line: SW-620. Synergy scores: CSS=45.9, Synergy_ZIP=-1.72, Synergy_Bliss=-4.81, Synergy_Loewe=-7.01, Synergy_HSA=-3.45. (2) Drug 1: CCC1(C2=C(COC1=O)C(=O)N3CC4=CC5=C(C=CC(=C5CN(C)C)O)N=C4C3=C2)O.Cl. Drug 2: N.N.Cl[Pt+2]Cl. Cell line: NCI-H226. Synergy scores: CSS=20.0, Synergy_ZIP=-4.19, Synergy_Bliss=-0.695, Synergy_Loewe=-3.22, Synergy_HSA=1.18. (3) Drug 1: CC1C(C(=O)NC(C(=O)N2CCCC2C(=O)N(CC(=O)N(C(C(=O)O1)C(C)C)C)C)C(C)C)NC(=O)C3=C4C(=C(C=C3)C)OC5=C(C(=O)C(=C(C5=N4)C(=O)NC6C(OC(=O)C(N(C(=O)CN(C(=O)C7CCCN7C(=O)C(NC6=O)C(C)C)C)C)C(C)C)C)N)C. Drug 2: CC=C1C(=O)NC(C(=O)OC2CC(=O)NC(C(=O)NC(CSSCCC=C2)C(=O)N1)C(C)C)C(C)C. Cell line: DU-145. Synergy scores: CSS=14.4, Synergy_ZIP=3.26, Synergy_Bliss=7.45, Synergy_Loewe=-43.6, Synergy_HSA=2.13.